From a dataset of NCI-60 drug combinations with 297,098 pairs across 59 cell lines. Regression. Given two drug SMILES strings and cell line genomic features, predict the synergy score measuring deviation from expected non-interaction effect. Drug 1: C1C(C(OC1N2C=NC(=NC2=O)N)CO)O. Drug 2: C(CCl)NC(=O)N(CCCl)N=O. Cell line: NCI-H226. Synergy scores: CSS=8.16, Synergy_ZIP=-2.44, Synergy_Bliss=2.67, Synergy_Loewe=2.26, Synergy_HSA=3.20.